Task: Predict the reactants needed to synthesize the given product.. Dataset: Full USPTO retrosynthesis dataset with 1.9M reactions from patents (1976-2016) (1) Given the product [N+:22]([C:14]1[CH:13]=[C:12]([C:5]2[CH:6]=[CH:7][C:2]([NH2:1])=[CH:3][CH:4]=2)[CH:17]=[CH:16][C:15]=1[C:18]([F:21])([F:20])[F:19])([O-:24])=[O:23], predict the reactants needed to synthesize it. The reactants are: [NH2:1][C:2]1[CH:7]=[CH:6][C:5](B(O)O)=[CH:4][CH:3]=1.Br[C:12]1[CH:17]=[CH:16][C:15]([C:18]([F:21])([F:20])[F:19])=[C:14]([N+:22]([O-:24])=[O:23])[CH:13]=1. (2) Given the product [CH3:1][C:2]1[CH:3]=[CH:4][C:5]([S:8]([O:11][CH2:12][CH:13]2[O:26][C:16]3[C:17]4[CH2:18][CH2:19][CH2:20][C:21]=4[CH:22]=[C:23]([Cl:24])[C:15]=3[CH2:14]2)(=[O:9])=[O:10])=[CH:6][CH:7]=1, predict the reactants needed to synthesize it. The reactants are: [CH3:1][C:2]1[CH:7]=[CH:6][C:5]([S:8]([O:11][CH2:12][CH:13]([OH:26])[CH2:14][C:15]2[C:16](O)=[C:17]3[C:21](=[CH:22][C:23]=2[Cl:24])[CH2:20][CH2:19][CH2:18]3)(=[O:10])=[O:9])=[CH:4][CH:3]=1.C1(P(C2C=CC=CC=2)C2C=CC=CC=2)C=CC=CC=1.CC(OC(/N=N/C(OC(C)C)=O)=O)C.C([Si](C)(C)OCC1OC2C3CCCC=3C=CC=2C1)(C)(C)C. (3) Given the product [C:23]([O:22][C:20]([N:17]1[CH2:16][CH2:15][N:14]([C:5]2[C:4]3[C:9](=[CH:10][C:11]([Cl:12])=[C:2]([Br:1])[CH:3]=3)[N:8]=[C:7]([NH2:27])[N:6]=2)[CH2:19][CH2:18]1)=[O:21])([CH3:26])([CH3:25])[CH3:24], predict the reactants needed to synthesize it. The reactants are: [Br:1][C:2]1[CH:3]=[C:4]2[C:9](=[CH:10][C:11]=1[Cl:12])[N:8]=[C:7](Cl)[N:6]=[C:5]2[N:14]1[CH2:19][CH2:18][N:17]([C:20]([O:22][C:23]([CH3:26])([CH3:25])[CH3:24])=[O:21])[CH2:16][CH2:15]1.[NH3:27].CCO. (4) Given the product [CH2:27]([C:20]1[CH:21]=[CH:22][CH:23]=[C:24]([CH2:25][CH3:26])[C:19]=1[C:14]1[N:13]=[C:12]([CH3:29])[C:11]([CH2:10][OH:9])=[C:16]([S:17][CH3:18])[CH:15]=1)[CH3:28], predict the reactants needed to synthesize it. The reactants are: [H-].[H-].[H-].[H-].[Li+].[Al+3].C([O:9][C:10](=O)[C:11]1[C:16]([S:17][CH3:18])=[CH:15][C:14]([C:19]2[C:24]([CH2:25][CH3:26])=[CH:23][CH:22]=[CH:21][C:20]=2[CH2:27][CH3:28])=[N:13][C:12]=1[CH3:29])C. (5) Given the product [CH:4]1([C@@:10]([C:42]([OH:44])=[O:43])([CH3:41])[NH:11][C:12]([C:14]2[C:23]([NH:24][C:25]([NH:27][C:28]3[C:33]([Cl:34])=[CH:32][C:31]([O:35][C:36]([F:38])([F:39])[F:37])=[CH:30][C:29]=3[Cl:40])=[O:26])=[CH:22][C:21]3[C:16](=[CH:17][CH:18]=[CH:19][CH:20]=3)[CH:15]=2)=[O:13])[CH2:9][CH2:8][CH2:7][CH2:6][CH2:5]1, predict the reactants needed to synthesize it. The reactants are: O.[OH-].[Li+].[CH:4]1([C@@:10]([C:42]([O:44]C)=[O:43])([CH3:41])[NH:11][C:12]([C:14]2[C:23]([NH:24][C:25]([NH:27][C:28]3[C:33]([Cl:34])=[CH:32][C:31]([O:35][C:36]([F:39])([F:38])[F:37])=[CH:30][C:29]=3[Cl:40])=[O:26])=[CH:22][C:21]3[C:16](=[CH:17][CH:18]=[CH:19][CH:20]=3)[CH:15]=2)=[O:13])[CH2:9][CH2:8][CH2:7][CH2:6][CH2:5]1.Cl. (6) Given the product [C:1]([NH:5][C:6]1[N:7]=[C:8]([NH:21][C:22]2[CH:27]=[C:26]([C:28]([OH:31])([CH3:29])[CH3:30])[CH:25]=[CH:24][N:23]=2)[CH:9]=[C:10]2[C:15]=1[C:14](=[O:16])[N:13]([CH2:17][CH2:18][OH:19])[CH:12]=[CH:11]2)([CH3:4])([CH3:3])[CH3:2], predict the reactants needed to synthesize it. The reactants are: [C:1]([NH:5][C:6]1[N:7]=[C:8](Cl)[CH:9]=[C:10]2[C:15]=1[C:14](=[O:16])[N:13]([CH2:17][CH2:18][OH:19])[CH:12]=[CH:11]2)([CH3:4])([CH3:3])[CH3:2].[NH2:21][C:22]1[CH:27]=[C:26]([C:28]([OH:31])([CH3:30])[CH3:29])[CH:25]=[CH:24][N:23]=1.C([O-])([O-])=O.[Cs+].[Cs+].CC1(C)C2C(=C(P(C3C=CC=CC=3)C3C=CC=CC=3)C=CC=2)OC2C(P(C3C=CC=CC=3)C3C=CC=CC=3)=CC=CC1=2. (7) Given the product [C:1]([C:5]1[CH:6]=[C:7]([NH:17][C:18]([NH:20][C:21]2[C:30]3[C:25](=[CH:26][CH:27]=[CH:28][CH:29]=3)[C:24]([O:31][CH2:32][C:33]3[CH:38]=[CH:37][N:36]=[CH:35][CH:34]=3)=[CH:23][CH:22]=2)=[O:19])[N:8]([CH:10]2[CH2:11][CH2:12][CH2:13][CH2:14][CH2:15]2)[N:9]=1)([CH3:4])([CH3:2])[CH3:3], predict the reactants needed to synthesize it. The reactants are: [C:1]([C:5]1[CH:6]=[C:7]([NH:17][C:18]([NH:20][C:21]2[C:30]3[C:25](=[CH:26][CH:27]=[CH:28][CH:29]=3)[C:24]([O:31][CH2:32][C:33]3[CH:38]=[CH:37][N:36]=[CH:35][CH:34]=3)=[CH:23][CH:22]=2)=[O:19])[N:8]([C:10]2[CH:15]=[CH:14][C:13](C)=[CH:12][CH:11]=2)[N:9]=1)([CH3:4])([CH3:3])[CH3:2].C1(NN)CCCCC1.